This data is from Reaction yield outcomes from USPTO patents with 853,638 reactions. The task is: Predict the reaction yield, written as a fraction of the theoretical maximum amount of product (1.0 means a 100% yield; for example, 0.34 means a 34% yield). (1) The reactants are Cl[C:2]1[CH:7]=[CH:6][N:5]2[N:8]=[CH:9][CH:10]=[C:4]2[N:3]=1.[F:11][C:12]1[CH:17]=[CH:16][C:15]([F:18])=[CH:14][C:13]=1[C@H:19]1[CH2:23][CH2:22][CH2:21][NH:20]1.C(O)CCC.CCN(C(C)C)C(C)C. The catalyst is CCOC(C)=O. The product is [F:11][C:12]1[CH:17]=[CH:16][C:15]([F:18])=[CH:14][C:13]=1[C@H:19]1[CH2:23][CH2:22][CH2:21][N:20]1[C:2]1[CH:7]=[CH:6][N:5]2[N:8]=[CH:9][CH:10]=[C:4]2[N:3]=1. The yield is 0.680. (2) The reactants are [CH2:1]([NH2:4])[C:2]#[CH:3].C(=O)(O)[O-].[Na+].[C:10]([O:14][C:15](O[C:15]([O:14][C:10]([CH3:13])([CH3:12])[CH3:11])=[O:16])=[O:16])([CH3:13])([CH3:12])[CH3:11]. The catalyst is C1COCC1.O. The product is [CH2:1]([NH:4][C:15](=[O:16])[O:14][C:10]([CH3:13])([CH3:12])[CH3:11])[C:2]#[CH:3]. The yield is 0.670. (3) The reactants are [Br:1][C:2]1[C:3](NNS(C2C=CC(C)=CC=2)(=O)=O)=[N:4][C:5]([CH:9]2[CH2:11][CH2:10]2)=[N:6][C:7]=1[CH3:8].C([O-])([O-])=O.[Na+].[Na+]. The product is [Br:1][C:2]1[C:7]([CH3:8])=[N:6][C:5]([CH:9]2[CH2:11][CH2:10]2)=[N:4][CH:3]=1. The yield is 0.620. The catalyst is CC(=O)OCC. (4) The reactants are [Cl:1][C:2]1[CH:7]=[CH:6][C:5]([C:8](=[O:10])[CH3:9])=[CH:4][CH:3]=1.[C:11](=O)([O:14]C)[O:12][CH3:13].[H-].[Na+]. The catalyst is C1COCC1. The product is [Cl:1][C:2]1[CH:7]=[CH:6][C:5]([C:8](=[O:10])[CH2:9][C:11]([O:12][CH3:13])=[O:14])=[CH:4][CH:3]=1. The yield is 0.690. (5) The product is [F:1][C:2]1[CH:3]=[C:4]([CH:23]=[CH:24][CH:25]=1)[CH2:5][O:6][C:7]1[CH:8]=[C:9]2[C:14](=[CH:15][CH:16]=1)[C:13](=[O:17])[N:12]([CH:18]([CH3:22])[CH2:19][OH:20])[CH2:11][CH2:10]2. The reactants are [F:1][C:2]1[CH:3]=[C:4]([CH:23]=[CH:24][CH:25]=1)[CH2:5][O:6][C:7]1[CH:8]=[C:9]2[C:14](=[CH:15][CH:16]=1)[C:13](=[O:17])[N:12]([CH:18]([CH3:22])[C:19](O)=[O:20])[CH2:11][CH2:10]2.CO. The catalyst is O1CCCC1. The yield is 0.940. (6) The reactants are [F:1][C:2]1[C:3]([O:33][CH3:34])=[N:4][C:5]([N:9]2[CH2:17][C@@H:16]3[C@@:11]([C:27]4[CH:32]=[CH:31][CH:30]=[CH:29][CH:28]=4)([N:12]=[C:13]([NH:18]C(=O)C4C=CC=CC=4)[S:14][CH2:15]3)[CH2:10]2)=[N:6][C:7]=1[CH3:8].N1C=CC=CC=1.[ClH:41].CON. The catalyst is C(O)C. The product is [CH:7]([NH2:6])([CH3:8])[CH3:2].[ClH:41].[F:1][C:2]1[C:3]([O:33][CH3:34])=[N:4][C:5]([N:9]2[CH2:17][C@@H:16]3[C@@:11]([C:27]4[CH:32]=[CH:31][CH:30]=[CH:29][CH:28]=4)([N:12]=[C:13]([NH2:18])[S:14][CH2:15]3)[CH2:10]2)=[N:6][C:7]=1[CH3:8]. The yield is 0.100. (7) The reactants are [CH3:1][C:2]1[N:3]=[C:4]([N:12]2[CH2:16][CH2:15][NH:14][C:13]2=[O:17])[S:5][C:6]=1[C:7]([O:9][CH2:10][CH3:11])=[O:8].C(=O)([O-])[O-].[K+].[K+].[CH2:24](Br)[C:25]1[CH:30]=[CH:29][CH:28]=[CH:27][CH:26]=1. The catalyst is CC(C)=O. The product is [CH2:24]([N:14]1[CH2:15][CH2:16][N:12]([C:4]2[S:5][C:6]([C:7]([O:9][CH2:10][CH3:11])=[O:8])=[C:2]([CH3:1])[N:3]=2)[C:13]1=[O:17])[C:25]1[CH:30]=[CH:29][CH:28]=[CH:27][CH:26]=1. The yield is 0.930.